Dataset: Full USPTO retrosynthesis dataset with 1.9M reactions from patents (1976-2016). Task: Predict the reactants needed to synthesize the given product. Given the product [C:1]([O:5][C:6]([N:8]1[CH2:12][CH2:11][CH:10]([C:13]2[CH:18]=[CH:17][C:16]([S:19]([C:22]3[CH:27]=[CH:26][CH:25]=[C:24]([F:28])[CH:23]=3)(=[O:21])=[O:20])=[CH:15][C:14]=2[C:29]([OH:31])=[O:30])[CH2:9]1)=[O:7])([CH3:4])([CH3:2])[CH3:3], predict the reactants needed to synthesize it. The reactants are: [C:1]([O:5][C:6]([N:8]1[CH2:12][CH2:11][CH:10]([C:13]2[CH:18]=[CH:17][C:16]([S:19]([C:22]3[CH:27]=[CH:26][CH:25]=[C:24]([F:28])[CH:23]=3)(=[O:21])=[O:20])=[CH:15][C:14]=2[C:29]([O:31]CC)=[O:30])[CH2:9]1)=[O:7])([CH3:4])([CH3:3])[CH3:2].O[Li].O.